Dataset: Reaction yield outcomes from USPTO patents with 853,638 reactions. Task: Predict the reaction yield, written as a fraction of the theoretical maximum amount of product (1.0 means a 100% yield; for example, 0.34 means a 34% yield). (1) The reactants are C([O:3][P:4]([C:9]([C:36]#[N:37])([CH3:35])[CH2:10][C:11]([CH3:34])=[CH:12][CH2:13][C:14]1[C:15]([O:27]CC[Si](C)(C)C)=[C:16]2[C:20](=[C:21]([CH3:25])[C:22]=1[O:23][CH3:24])[CH2:19][O:18][C:17]2=[O:26])(=[O:8])[O:5]CC)C.C[Si](Br)(C)C.N1C(C)=CC=CC=1C. The catalyst is CN(C=O)C.C(Cl)Cl. The product is [C:36]([C:9]([P:4](=[O:3])([OH:5])[OH:8])([CH3:35])[CH2:10][C:11]([CH3:34])=[CH:12][CH2:13][C:14]1[C:15]([OH:27])=[C:16]2[C:20](=[C:21]([CH3:25])[C:22]=1[O:23][CH3:24])[CH2:19][O:18][C:17]2=[O:26])#[N:37]. The yield is 0.330. (2) The reactants are [Br:1][C:2]1[CH:7]=[CH:6][C:5]([NH:8][C:9](=[O:14])[C:10]([CH3:13])([CH3:12])[CH3:11])=[C:4]([C:15]2[C:20]([F:21])=[CH:19][CH:18]=[CH:17][N:16]=2)[CH:3]=1.C(OC(C(F)(F)F)=O)(C(F)(F)F)=O.[N+:35]([O-])([OH:37])=[O:36].CO. The catalyst is C(O)(C(F)(F)F)=O.O. The product is [Br:1][C:2]1[CH:7]=[C:6]([N+:35]([O-:37])=[O:36])[C:5]([NH:8][C:9](=[O:14])[C:10]([CH3:13])([CH3:12])[CH3:11])=[C:4]([C:15]2[C:20]([F:21])=[CH:19][CH:18]=[CH:17][N:16]=2)[CH:3]=1. The yield is 0.820. (3) The yield is 0.740. The reactants are [Br:1][C:2]1[CH:7]=[CH:6][C:5](OC=C)=[CH:4][CH:3]=1.[Br:11][C:12]1[CH:17]=[CH:16][C:15](O)=[CH:14][CH:13]=1.F[C:20](F)(F)[C:21]([OH:23])=[O:22]. The catalyst is O1CCOCC1. The product is [CH:21]([O:23][C:7]1[CH:6]=[CH:5][CH:4]=[CH:3][C:2]=1[Br:1])([O:22][C:13]1[CH:14]=[CH:15][CH:16]=[CH:17][C:12]=1[Br:11])[CH3:20]. (4) The reactants are [Cl:1][C:2]1[N:3]=[CH:4][C:5]2[C:9](Cl)([N:10]=1)[N:8]=[CH:7][N:6]=2.[CH3:12][C:13]1[NH:17][N:16]=[C:15]([NH2:18])[CH:14]=1. The yield is 0.580. The catalyst is C(O)C. The product is [Cl:1][C:2]1[N:3]=[CH:4][C:5]2[C:9]([NH:18][C:15]3[CH:14]=[C:13]([CH3:12])[NH:17][N:16]=3)([N:10]=1)[N:8]=[CH:7][N:6]=2. (5) The reactants are [CH2:1]([Sn](CCCC)(CCCC)C=C)[CH2:2]CC.Br[C:17]1[CH:18]=[CH:19][C:20]([NH:23][C:24](=[O:29])[C:25]([CH3:28])([CH3:27])[CH3:26])=[N:21][CH:22]=1. The catalyst is C1(C)C=CC=CC=1.C1C=CC([P]([Pd]([P](C2C=CC=CC=2)(C2C=CC=CC=2)C2C=CC=CC=2)([P](C2C=CC=CC=2)(C2C=CC=CC=2)C2C=CC=CC=2)[P](C2C=CC=CC=2)(C2C=CC=CC=2)C2C=CC=CC=2)(C2C=CC=CC=2)C2C=CC=CC=2)=CC=1. The product is [CH:1]([C:17]1[CH:18]=[CH:19][C:20]([NH:23][C:24](=[O:29])[C:25]([CH3:28])([CH3:27])[CH3:26])=[N:21][CH:22]=1)=[CH2:2]. The yield is 0.800. (6) The reactants are [F:1][C:2]1[CH:8]=[CH:7][CH:6]=[C:5]([CH:9]([CH3:11])[CH3:10])[C:3]=1[NH2:4].C(=O)(O)[O-].[Na+].[C:17](Cl)(Cl)=[S:18].O.[NH2:22][NH2:23]. The catalyst is C(OCC)C.O.ClCCl. The product is [F:1][C:2]1[CH:8]=[CH:7][CH:6]=[C:5]([CH:9]([CH3:11])[CH3:10])[C:3]=1[NH:4][C:17]([NH:22][NH2:23])=[S:18]. The yield is 0.840. (7) The reactants are Br[C:2]1[CH:9]=[C:8]([N:10]2[C:18]3[CH2:17][C:16]([CH3:20])([CH3:19])[CH2:15][C:14](=[O:21])[C:13]=3[C:12]([CH3:22])=[CH:11]2)[CH:7]=[CH:6][C:3]=1[C:4]#[N:5].[NH2:23][C@H:24]1[CH2:29][CH2:28][C@H:27]([OH:30])[CH2:26][CH2:25]1.CC(C)([O-:34])C.[Na+].C1(C)C=CC=CC=1. The catalyst is O.C([O-])(=O)C.[Pd+2].C([O-])(=O)C.C1(P(C2C=CC=CC=2)[C-]2C=CC=C2)C=CC=CC=1.[C-]1(P(C2C=CC=CC=2)C2C=CC=CC=2)C=CC=C1.[Fe+2].CS(C)=O.C(O)C. The product is [OH:30][C@H:27]1[CH2:28][CH2:29][C@H:24]([NH:23][C:2]2[CH:9]=[C:8]([N:10]3[C:18]4[CH2:17][C:16]([CH3:20])([CH3:19])[CH2:15][C:14](=[O:21])[C:13]=4[C:12]([CH3:22])=[CH:11]3)[CH:7]=[CH:6][C:3]=2[C:4]([NH2:5])=[O:34])[CH2:25][CH2:26]1. The yield is 0.470. (8) The reactants are [Li+].[OH-].[CH3:3][C:4]1[O:8][N:7]=[C:6]([C:9]([NH:11][C@H:12]2[C:20]3[C:15](=[CH:16][CH:17]=[C:18]([C:21]([O:23]C)=[O:22])[CH:19]=3)[CH2:14][CH2:13]2)=[O:10])[CH:5]=1. The catalyst is O.CO.C1COCC1. The product is [CH3:3][C:4]1[O:8][N:7]=[C:6]([C:9]([NH:11][C@H:12]2[C:20]3[C:15](=[CH:16][CH:17]=[C:18]([C:21]([OH:23])=[O:22])[CH:19]=3)[CH2:14][CH2:13]2)=[O:10])[CH:5]=1. The yield is 0.590. (9) The reactants are [O:1]1[CH:6]=[CH:5][CH2:4][CH2:3][CH2:2]1.CC1C=CC(S(O)(=O)=O)=CC=1.[Br:18][C:19]1[CH:20]=[CH:21][C:22]2[C:28]3[NH:29][N:30]=[C:31]([C:32]([O:34][CH2:35][CH3:36])=[O:33])[C:27]=3[CH2:26][O:25][C:23]=2[CH:24]=1. The catalyst is ClCCl.O1CCCC1. The product is [Br:18][C:19]1[CH:20]=[CH:21][C:22]2[C:28]3[N:29]([CH:2]4[CH2:3][CH2:4][CH2:5][CH2:6][O:1]4)[N:30]=[C:31]([C:32]([O:34][CH2:35][CH3:36])=[O:33])[C:27]=3[CH2:26][O:25][C:23]=2[CH:24]=1. The yield is 0.430.